This data is from Catalyst prediction with 721,799 reactions and 888 catalyst types from USPTO. The task is: Predict which catalyst facilitates the given reaction. Reactant: [Cl:1][C:2]1[CH:21]=[C:20]([OH:22])[CH:19]=[CH:18][C:3]=1[CH2:4][CH:5]1[CH2:9][CH2:8][N:7]([CH:10]2[CH2:15][CH2:14][C:13](=[O:16])[CH2:12][CH2:11]2)[C:6]1=[O:17].[C:23]([Si:27](Cl)([C:34]1[CH:39]=[CH:38][CH:37]=[CH:36][CH:35]=1)[C:28]1[CH:33]=[CH:32][CH:31]=[CH:30][CH:29]=1)([CH3:26])([CH3:25])[CH3:24].N1C=CN=C1.O. Product: [Si:27]([O:22][C:20]1[CH:19]=[CH:18][C:3]([CH2:4][CH:5]2[CH2:9][CH2:8][N:7]([CH:10]3[CH2:11][CH2:12][C:13](=[O:16])[CH2:14][CH2:15]3)[C:6]2=[O:17])=[C:2]([Cl:1])[CH:21]=1)([C:23]([CH3:26])([CH3:25])[CH3:24])([C:34]1[CH:35]=[CH:36][CH:37]=[CH:38][CH:39]=1)[C:28]1[CH:33]=[CH:32][CH:31]=[CH:30][CH:29]=1. The catalyst class is: 9.